Dataset: Catalyst prediction with 721,799 reactions and 888 catalyst types from USPTO. Task: Predict which catalyst facilitates the given reaction. (1) Reactant: Cl[C:2]1[CH:7]=[C:6]([C:8]2[CH:13]=[CH:12][CH:11]=[C:10]([Cl:14])[CH:9]=2)[N:5]=[C:4]([CH2:15][CH3:16])[N:3]=1.[NH2:17][C:18]1[CH:26]=[CH:25][C:21]([CH2:22][CH2:23][OH:24])=[CH:20][CH:19]=1.Cl.O1CCOCC1.C(=O)(O)[O-].[Na+]. Product: [Cl:14][C:10]1[CH:9]=[C:8]([C:6]2[N:5]=[C:4]([CH2:15][CH3:16])[N:3]=[C:2]([NH:17][C:18]3[CH:26]=[CH:25][C:21]([CH2:22][CH2:23][OH:24])=[CH:20][CH:19]=3)[CH:7]=2)[CH:13]=[CH:12][CH:11]=1. The catalyst class is: 8. (2) Reactant: S(OS(C(F)(F)F)(=O)=O)(C(F)(F)F)(=O)=O.[CH3:16][O:17][C:18]1[N:23]=[C:22]([C:24]([NH:26][CH3:27])=O)[CH:21]=[CH:20][C:19]=1[N+:28]([O-:30])=[O:29].[N-:31]=[N+:32]=[N-:33].[Na+].C([O-])(O)=O.[Na+]. Product: [CH3:16][O:17][C:18]1[C:19]([N+:28]([O-:30])=[O:29])=[CH:20][CH:21]=[C:22]([C:24]2[N:26]([CH3:27])[N:33]=[N:32][N:31]=2)[N:23]=1. The catalyst class is: 23. (3) Reactant: [Br:1][C:2]1[CH:3]=[C:4]([CH:26]=[CH:27][CH:28]=1)[O:5][C:6]1[C:11]([O:12][CH2:13][CH2:14][CH2:15][C:16]2[C:21]([O:22]C)=[CH:20][N:19]=[CH:18][C:17]=2[O:24][CH3:25])=[CH:10][CH:9]=[CH:8][N:7]=1.Cl.N1C=CC=CC=1. Product: [Br:1][C:2]1[CH:3]=[C:4]([CH:26]=[CH:27][CH:28]=1)[O:5][C:6]1[C:11]([O:12][CH2:13][CH2:14][CH2:15][C:16]2[C:17]([O:24][CH3:25])=[CH:18][N:19]=[CH:20][C:21]=2[OH:22])=[CH:10][CH:9]=[CH:8][N:7]=1.[Br:1][C:2]1[CH:3]=[C:4]([CH:26]=[CH:27][CH:28]=1)[O:5][C:6]1[C:11]([O:12][CH2:13][CH2:14][CH2:15][C:16]2[C:17]([OH:24])=[CH:18][N:19]=[CH:20][C:21]=2[OH:22])=[CH:10][CH:9]=[CH:8][N:7]=1. The catalyst class is: 662.